This data is from Catalyst prediction with 721,799 reactions and 888 catalyst types from USPTO. The task is: Predict which catalyst facilitates the given reaction. (1) Reactant: C(O[BH-](OC(=O)C)OC(=O)C)(=O)C.[Na+].[CH2:15]([O:17][C:18]([C@@H:20]1[CH2:22][C@H:21]1[C:23]1[CH:28]=[CH:27][C:26]([NH2:29])=[CH:25][C:24]=1[Cl:30])=[O:19])[CH3:16].[O:31]([C:38]1[CH:39]=[C:40]([CH:43]=[CH:44][CH:45]=1)[CH:41]=O)[C:32]1[CH:37]=[CH:36][CH:35]=[CH:34][CH:33]=1.C(OCC)(=O)C. Product: [CH2:15]([O:17][C:18]([C@@H:20]1[CH2:22][C@H:21]1[C:23]1[CH:28]=[CH:27][C:26]([NH:29][CH2:41][C:40]2[CH:43]=[CH:44][CH:45]=[C:38]([O:31][C:32]3[CH:37]=[CH:36][CH:35]=[CH:34][CH:33]=3)[CH:39]=2)=[CH:25][C:24]=1[Cl:30])=[O:19])[CH3:16]. The catalyst class is: 68. (2) Reactant: CO[C:3]1[CH:13]=[CH:12][CH:11]=[CH:10][C:4]=1[CH:5]=[N:6][CH:7]([CH3:9])[CH3:8].Br[C:15]1[CH:20]=[CH:19][C:18]([F:21])=[CH:17][C:16]=1[CH3:22].[Mg].[NH4+].[Cl-]. Product: [F:21][C:18]1[CH:19]=[CH:20][C:15]([C:3]2[CH:13]=[CH:12][CH:11]=[CH:10][C:4]=2[CH:5]=[N:6][CH:7]([CH3:9])[CH3:8])=[C:16]([CH3:22])[CH:17]=1. The catalyst class is: 1. (3) Reactant: [C:1]([O:5][C:6](=[O:22])[NH:7][CH2:8][C:9]1[CH:14]=[C:13]([OH:15])[CH:12]=[CH:11][C:10]=1[N:16]1[CH2:20][CH2:19][CH2:18][C:17]1=[O:21])([CH3:4])([CH3:3])[CH3:2].[CH:23]([C:26]1[N:30]=[C:29]([N:31]2[CH2:36][CH2:35][CH:34]([C@H:37]([CH3:45])[CH2:38][CH2:39]OS(C)(=O)=O)[CH2:33][CH2:32]2)[O:28][N:27]=1)([CH3:25])[CH3:24].C([O-])([O-])=O.[K+].[K+]. Product: [C:1]([O:5][C:6](=[O:22])[NH:7][CH2:8][C:9]1[CH:14]=[C:13]([O:15][CH2:39][CH2:38][C@H:37]([CH:34]2[CH2:35][CH2:36][N:31]([C:29]3[O:28][N:27]=[C:26]([CH:23]([CH3:24])[CH3:25])[N:30]=3)[CH2:32][CH2:33]2)[CH3:45])[CH:12]=[CH:11][C:10]=1[N:16]1[CH2:20][CH2:19][CH2:18][C:17]1=[O:21])([CH3:4])([CH3:2])[CH3:3]. The catalyst class is: 31. (4) Product: [CH2:14]([N:12]1[CH:13]=[C:9]([NH:8][C:6]2[C:5]([N+:16]([O-:18])=[O:17])=[CH:4][N:3]=[C:2]([NH:30][C:28]3[CH:27]=[N:26][N:25]([CH:22]4[CH2:23][CH2:24][O:19][CH2:20][CH2:21]4)[CH:29]=3)[N:7]=2)[CH:10]=[N:11]1)[CH3:15]. Reactant: Cl[C:2]1[N:7]=[C:6]([NH:8][C:9]2[CH:10]=[N:11][N:12]([CH2:14][CH3:15])[CH:13]=2)[C:5]([N+:16]([O-:18])=[O:17])=[CH:4][N:3]=1.[O:19]1[CH2:24][CH2:23][CH:22]([N:25]2[CH:29]=[C:28]([NH2:30])[CH:27]=[N:26]2)[CH2:21][CH2:20]1.CCN(C(C)C)C(C)C. The catalyst class is: 12. (5) Reactant: Cl.[O:2]1C=CC=C1C1NC2C=CC(N)=CC=2N=1.S1C=CC=C1C1NC2C=CC(N)=CC=2N=1.[NH:32]1[CH:36]=[CH:35][CH:34]=[C:33]1[C:37]1[NH:41][C:40]2[CH:42]=[CH:43][C:44]([NH2:46])=[CH:45][C:39]=2[N:38]=1.[OH2:47]. Product: [N+:46]([C:44]1[CH:43]=[CH:42][C:40]2[NH:41][C:37]([C:33]3[NH:32][CH:36]=[CH:35][CH:34]=3)=[N:38][C:39]=2[CH:45]=1)([O-:2])=[O:47]. The catalyst class is: 186. (6) Reactant: [O:1]=[C:2]([CH3:15])[C:3]([C:5]1[CH:10]=[CH:9][C:8]([CH2:11][C:12]([OH:14])=O)=[CH:7][CH:6]=1)=[O:4].[NH2:16][CH2:17][CH2:18][NH:19][C:20]([O:22][CH2:23][CH:24]1[C:36]2[CH:35]=[CH:34][CH:33]=[CH:32][C:31]=2[C:30]2[C:25]1=[CH:26][CH:27]=[CH:28][CH:29]=2)=[O:21].CN(C(ON1N=NC2C=CC=CC1=2)=[N+](C)C)C.F[P-](F)(F)(F)(F)F.C(N(C(C)C)CC)(C)C. Product: [CH:26]1[C:25]2[CH:24]([CH2:23][O:22][C:20]([NH:19][CH2:18][CH2:17][NH:16][C:12](=[O:14])[CH2:11][C:8]3[CH:7]=[CH:6][C:5]([C:3](=[O:4])[C:2](=[O:1])[CH3:15])=[CH:10][CH:9]=3)=[O:21])[C:36]3[C:31](=[CH:32][CH:33]=[CH:34][CH:35]=3)[C:30]=2[CH:29]=[CH:28][CH:27]=1. The catalyst class is: 9. (7) Reactant: [O:1]1[CH2:4][CH:3]([NH:5][C:6](=[O:9])[CH2:7][NH2:8])[CH2:2]1.C(N(CC)CC)C.S=[C:18]1[CH2:22][S:21][C:20](=[O:23])[NH:19]1. Product: [O:1]1[CH2:4][CH:3]([NH:5][C:6](=[O:9])[CH2:7][NH:8][C:18]2[CH2:22][S:21][C:20](=[O:23])[N:19]=2)[CH2:2]1. The catalyst class is: 8.